From a dataset of Full USPTO retrosynthesis dataset with 1.9M reactions from patents (1976-2016). Predict the reactants needed to synthesize the given product. Given the product [F:19][C:20]([F:25])([F:24])[C:21]([OH:23])=[O:22].[F:1][C:2]1[CH:18]=[CH:17][CH:16]=[CH:15][C:3]=1[C:4]([NH:6][NH2:7])=[S:5], predict the reactants needed to synthesize it. The reactants are: [F:1][C:2]1[CH:18]=[CH:17][CH:16]=[CH:15][C:3]=1[C:4]([NH:6][NH:7]C(OC(C)(C)C)=O)=[S:5].[F:19][C:20]([F:25])([F:24])[C:21]([OH:23])=[O:22].